From a dataset of Forward reaction prediction with 1.9M reactions from USPTO patents (1976-2016). Predict the product of the given reaction. Given the reactants [CH2:1]([C:3]1[S:41][C:6]2[N:7]([CH2:22][C:23]3[CH:28]=[CH:27][C:26]([C:29]4[CH:34]=[CH:33][CH:32]=[CH:31][C:30]=4[C:35]4[NH:39][C:38](=[O:40])[O:37][N:36]=4)=[CH:25][CH:24]=3)[C:8](=[O:21])[N:9]([CH2:12][C:13](=O)[C:14]3[CH:19]=[CH:18][CH:17]=[CH:16][CH:15]=3)[C:10](=O)[C:5]=2[CH:4]=1)[CH3:2].Cl.[NH2:43][O:44][CH2:45]C=C.N1C=CC=CC=1.Cl.[OH2:55], predict the reaction product. The product is: [CH2:1]([C:3]1[S:41][C:6]2[N:7]([CH2:22][C:23]3[CH:24]=[CH:25][C:26]([C:29]4[CH:34]=[CH:33][CH:32]=[CH:31][C:30]=4[C:35]4[NH:39][C:38](=[O:40])[O:37][N:36]=4)=[CH:27][CH:28]=3)[C:8](=[O:21])[N:9]([CH2:12][C:13](=[N:43][O:44][CH3:45])[C:14]3[CH:15]=[CH:16][CH:17]=[CH:18][CH:19]=3)[C:10](=[O:55])[C:5]=2[CH:4]=1)[CH3:2].